Dataset: Full USPTO retrosynthesis dataset with 1.9M reactions from patents (1976-2016). Task: Predict the reactants needed to synthesize the given product. Given the product [CH:8]([N:11]1[CH2:12][CH2:13][N:14]([C:17]2[CH:22]=[CH:21][C:20]([NH2:23])=[C:19]([N+:31]([O-:33])=[O:32])[CH:18]=2)[CH2:15][CH2:16]1)([CH3:10])[CH3:9], predict the reactants needed to synthesize it. The reactants are: C(O)(C(F)(F)F)=O.[CH:8]([N:11]1[CH2:16][CH2:15][N:14]([C:17]2[CH:22]=[CH:21][C:20]([NH:23]C(=O)OC(C)(C)C)=[C:19]([N+:31]([O-:33])=[O:32])[CH:18]=2)[CH2:13][CH2:12]1)([CH3:10])[CH3:9].